This data is from NCI-60 drug combinations with 297,098 pairs across 59 cell lines. The task is: Regression. Given two drug SMILES strings and cell line genomic features, predict the synergy score measuring deviation from expected non-interaction effect. (1) Drug 1: CC1C(C(=O)NC(C(=O)N2CCCC2C(=O)N(CC(=O)N(C(C(=O)O1)C(C)C)C)C)C(C)C)NC(=O)C3=C4C(=C(C=C3)C)OC5=C(C(=O)C(=C(C5=N4)C(=O)NC6C(OC(=O)C(N(C(=O)CN(C(=O)C7CCCN7C(=O)C(NC6=O)C(C)C)C)C)C(C)C)C)N)C. Drug 2: C1C(C(OC1N2C=C(C(=O)NC2=O)F)CO)O. Cell line: OVCAR3. Synergy scores: CSS=37.8, Synergy_ZIP=4.70, Synergy_Bliss=12.1, Synergy_Loewe=0.131, Synergy_HSA=10.7. (2) Drug 1: CN(C)N=NC1=C(NC=N1)C(=O)N. Drug 2: CC12CCC3C(C1CCC2O)C(CC4=C3C=CC(=C4)O)CCCCCCCCCS(=O)CCCC(C(F)(F)F)(F)F. Cell line: MOLT-4. Synergy scores: CSS=13.7, Synergy_ZIP=-3.07, Synergy_Bliss=0.698, Synergy_Loewe=-1.13, Synergy_HSA=-1.07. (3) Drug 1: C1CN(P(=O)(OC1)NCCCl)CCCl. Drug 2: CC1C(C(CC(O1)OC2CC(CC3=C2C(=C4C(=C3O)C(=O)C5=C(C4=O)C(=CC=C5)OC)O)(C(=O)CO)O)N)O.Cl. Cell line: SK-MEL-5. Synergy scores: CSS=56.3, Synergy_ZIP=-0.956, Synergy_Bliss=-1.05, Synergy_Loewe=-53.6, Synergy_HSA=0.291. (4) Drug 1: C1=CC=C(C=C1)NC(=O)CCCCCCC(=O)NO. Drug 2: CC(C)(C#N)C1=CC(=CC(=C1)CN2C=NC=N2)C(C)(C)C#N. Cell line: HCC-2998. Synergy scores: CSS=3.31, Synergy_ZIP=0.991, Synergy_Bliss=0.180, Synergy_Loewe=1.24, Synergy_HSA=0.530.